From a dataset of Catalyst prediction with 721,799 reactions and 888 catalyst types from USPTO. Predict which catalyst facilitates the given reaction. Reactant: ClC1C=CC=CC=1C(NC1C=CC2CCC3C(C(N)=O)=[N:15][N:16]([C:18]4[CH:23]=[CH:22][C:21]([S:24]([CH:27]([CH3:29])[CH3:28])(=[O:26])=[O:25])=[CH:20][CH:19]=4)C=3C=2C=1)=O.N#N.NN. Product: [CH:27]([S:24]([C:21]1[CH:22]=[CH:23][C:18]([NH:16][NH2:15])=[CH:19][CH:20]=1)(=[O:26])=[O:25])([CH3:29])[CH3:28]. The catalyst class is: 8.